Dataset: NCI-60 drug combinations with 297,098 pairs across 59 cell lines. Task: Regression. Given two drug SMILES strings and cell line genomic features, predict the synergy score measuring deviation from expected non-interaction effect. Drug 1: C1CCN(CC1)CCOC2=CC=C(C=C2)C(=O)C3=C(SC4=C3C=CC(=C4)O)C5=CC=C(C=C5)O. Drug 2: C1=NC2=C(N1)C(=S)N=CN2. Cell line: SNB-75. Synergy scores: CSS=1.45, Synergy_ZIP=4.16, Synergy_Bliss=-0.570, Synergy_Loewe=-1.32, Synergy_HSA=-0.657.